Predict the reactants needed to synthesize the given product. From a dataset of Full USPTO retrosynthesis dataset with 1.9M reactions from patents (1976-2016). (1) Given the product [NH:1]1[CH2:6][CH2:5][C:4]2([NH:19][C:17](=[O:18])[C:16]3[CH:20]=[CH:12][CH:13]=[CH:14][C:15]=3[O:7]2)[CH2:3][CH2:2]1, predict the reactants needed to synthesize it. The reactants are: [NH:1]1[CH2:6][CH2:5][C:4](=[O:7])[CH2:3][CH2:2]1.C(N[C:12]1[CH:13]=[CH:14][C:15](O)=[C:16]([CH:20]=1)[C:17]([NH2:19])=[O:18])(=O)C.N1CCOCC1. (2) Given the product [C:41]([O:40][C:38](=[O:39])[N:21]([CH:10]1[CH:11]([C:13]2[CH:18]=[CH:17][C:16]([Cl:19])=[C:15]([Cl:20])[CH:14]=2)[CH2:12][N:8]([CH2:1][C:2]2[CH:7]=[CH:6][CH:5]=[CH:4][CH:3]=2)[CH2:9]1)[CH3:22])([CH3:42])([CH3:43])[CH3:44], predict the reactants needed to synthesize it. The reactants are: [CH2:1]([N:8]1[CH2:12][CH:11]([C:13]2[CH:18]=[CH:17][C:16]([Cl:19])=[C:15]([Cl:20])[CH:14]=2)[CH:10]([NH:21][CH3:22])[CH2:9]1)[C:2]1[CH:7]=[CH:6][CH:5]=[CH:4][CH:3]=1.CCN(CC)CC.[CH3:42][C:41]([O:40][C:38](O[C:38]([O:40][C:41]([CH3:44])([CH3:43])[CH3:42])=[O:39])=[O:39])([CH3:44])[CH3:43]. (3) Given the product [CH:2]1([O:8][CH2:9][C:10]2[CH:15]=[CH:14][CH:13]=[CH:12][C:11]=2[C:16]2[S:20][C:19]([NH2:21])=[N:18][CH:17]=2)[CH2:3][CH2:4][CH2:5][CH2:6][CH2:7]1, predict the reactants needed to synthesize it. The reactants are: Cl.[CH:2]1([O:8][CH2:9][C:10]2[CH:15]=[CH:14][CH:13]=[CH:12][C:11]=2[C:16]2[S:20][C:19]([N:21]=C(C3C=CC=CC=3)C3C=CC=CC=3)=[N:18][CH:17]=2)[CH2:7][CH2:6][CH2:5][CH2:4][CH2:3]1. (4) Given the product [CH:30]1([CH2:29][O:28][C:22]2[CH:23]=[CH:24][C:25]([F:27])=[CH:26][C:21]=2[C:20]2[C:15]3[NH:14][C:13]([CH3:33])=[C:12]([C:10]([NH:9][C@H:6]4[CH2:7][CH2:8][C@H:3]([NH:2][C:34](=[O:37])[CH2:35][CH3:36])[CH2:4][CH2:5]4)=[O:11])[C:16]=3[N:17]=[CH:18][N:19]=2)[CH2:31][CH2:32]1, predict the reactants needed to synthesize it. The reactants are: Cl.[NH2:2][C@H:3]1[CH2:8][CH2:7][C@H:6]([NH:9][C:10]([C:12]2[C:16]3[N:17]=[CH:18][N:19]=[C:20]([C:21]4[CH:26]=[C:25]([F:27])[CH:24]=[CH:23][C:22]=4[O:28][CH2:29][CH:30]4[CH2:32][CH2:31]4)[C:15]=3[NH:14][C:13]=2[CH3:33])=[O:11])[CH2:5][CH2:4]1.[C:34](Cl)(=[O:37])[CH2:35][CH3:36]. (5) Given the product [CH3:16][O:20][N:21]([CH3:22])[C:10]([C:8]1[CH:7]=[CH:6][C:5]2=[N:1][O:2][N:3]=[C:4]2[CH:9]=1)=[O:12], predict the reactants needed to synthesize it. The reactants are: [N:1]1[O:2][N:3]=[C:4]2[CH:9]=[C:8]([C:10]([OH:12])=O)[CH:7]=[CH:6][C:5]=12.CN([C:16]([O:20][N:21]1N=NC2C=CC=N[C:22]1=2)=[N+](C)C)C.F[P-](F)(F)(F)(F)F.CN.